Regression. Given a peptide amino acid sequence and an MHC pseudo amino acid sequence, predict their binding affinity value. This is MHC class I binding data. From a dataset of Peptide-MHC class I binding affinity with 185,985 pairs from IEDB/IMGT. (1) The peptide sequence is RQMKSGGRF. The MHC is HLA-A69:01 with pseudo-sequence HLA-A69:01. The binding affinity (normalized) is 0.0847. (2) The peptide sequence is GSSTTSTGP. The MHC is Patr-A0301 with pseudo-sequence Patr-A0301. The binding affinity (normalized) is 0.